This data is from Catalyst prediction with 721,799 reactions and 888 catalyst types from USPTO. The task is: Predict which catalyst facilitates the given reaction. (1) Reactant: [CH2:1]([N:3]1[CH:7]=[C:6]([C:8]2[S:16][C:15]3[C:10](=[N:11][CH:12]=[CH:13][C:14]=3[O:17][C:18]3[CH:23]=[CH:22][C:21]([NH2:24])=[CH:20][C:19]=3[F:25])[CH:9]=2)[N:5]=[CH:4]1)[CH3:2].[F:26][C:27]1[CH:32]=[CH:31][CH:30]=[CH:29][C:28]=1[CH2:33][C:34]([N:36]=[C:37]=[S:38])=[O:35]. Product: [CH2:1]([N:3]1[CH:7]=[C:6]([C:8]2[S:16][C:15]3[C:10](=[N:11][CH:12]=[CH:13][C:14]=3[O:17][C:18]3[CH:23]=[CH:22][C:21]([NH:24][C:37]([NH:36][C:34](=[O:35])[CH2:33][C:28]4[CH:29]=[CH:30][CH:31]=[CH:32][C:27]=4[F:26])=[S:38])=[CH:20][C:19]=3[F:25])[CH:9]=2)[N:5]=[CH:4]1)[CH3:2]. The catalyst class is: 1. (2) Reactant: CC(C)([O-])C.[K+].[CH3:7][Si:8]([CH3:18])([CH3:17])[C:9]1[CH:10]=[C:11]2[C:14](=[CH:15][CH:16]=1)[CH2:13][CH2:12]2.[Li]CCCC.Br[CH2:25][CH2:26][CH2:27][CH2:28][CH2:29][Cl:30]. Product: [Cl:30][CH2:29][CH2:28][CH2:27][CH2:26][CH2:25][CH:13]1[CH2:12][C:11]2[C:14]1=[CH:15][CH:16]=[C:9]([Si:8]([CH3:18])([CH3:17])[CH3:7])[CH:10]=2. The catalyst class is: 1. (3) Reactant: [F:1][C:2]1[CH:7]=[CH:6][C:5]([C:8]2[O:9][C:10]([CH3:22])=[C:11]([CH2:13][O:14][CH:15]3[CH2:20][CH2:19][CH2:18][CH:17]([OH:21])[CH2:16]3)[N:12]=2)=[CH:4][CH:3]=1.[N+:23]([C:26]1[CH:27]=[C:28]([CH:32]=[C:33]([N+:35]([O-:37])=[O:36])[CH:34]=1)[C:29](Cl)=[O:30])([O-:25])=[O:24]. Product: [N+:23]([C:26]1[CH:27]=[C:28]([CH:32]=[C:33]([N+:35]([O-:37])=[O:36])[CH:34]=1)[C:29]([O:21][C@H:17]1[CH2:18][CH2:19][CH2:20][C@@H:15]([O:14][CH2:13][C:11]2[N:12]=[C:8]([C:5]3[CH:4]=[CH:3][C:2]([F:1])=[CH:7][CH:6]=3)[O:9][C:10]=2[CH3:22])[CH2:16]1)=[O:30])([O-:25])=[O:24]. The catalyst class is: 17. (4) Reactant: [CH2:1]([N:3]([CH2:11][C:12]1[CH:13]=[N:14][CH:15]=[C:16]([C:19]2[CH:20]=[C:21]3[C:25](=[CH:26][CH:27]=2)[N:24]([CH:28]2[CH2:33][CH2:32][CH2:31][CH2:30][O:29]2)[N:23]=[C:22]3[C:34]2[NH:35][C:36]([C:39]([NH:41][CH2:42]C3C=NC=CC=3)=[O:40])=[CH:37][N:38]=2)[C:17]=1[CH3:18])[C:4](=[O:10])[O:5][C:6]([CH3:9])([CH3:8])[CH3:7])[CH3:2].C(OC(N(CC1C(C)=C(C2C=C3[C:72](=CC=2)[N:71]([CH:75]2[CH2:80][CH2:79][CH2:78]CO2)N=C3C2NC(C(O)=O)=CN=2)C=NC=1)CC)=O)(C)(C)C.C(N(C(C)C)CC)(C)C.CNC1CN(C)CC1.CN(C(ON1N=NC2C=CC=NC1=2)=[N+](C)C)C.F[P-](F)(F)(F)(F)F. Product: [CH2:1]([N:3]([CH2:11][C:12]1[CH:13]=[N:14][CH:15]=[C:16]([C:19]2[CH:20]=[C:21]3[C:25](=[CH:26][CH:27]=2)[N:24]([CH:28]2[CH2:33][CH2:32][CH2:31][CH2:30][O:29]2)[N:23]=[C:22]3[C:34]2[NH:35][C:36]([C:39]([N:41]([CH3:42])[CH:80]3[CH2:79][CH2:78][N:71]([CH3:72])[CH2:75]3)=[O:40])=[CH:37][N:38]=2)[C:17]=1[CH3:18])[C:4](=[O:10])[O:5][C:6]([CH3:9])([CH3:7])[CH3:8])[CH3:2]. The catalyst class is: 2. (5) The catalyst class is: 338. Reactant: [Cl:1][C:2]1[CH:3]=[C:4]2[C:9](=[CH:10][CH:11]=1)[CH:8]=[C:7]([S:12]([CH2:15][C@@H:16]([OH:20])[C:17]([OH:19])=O)(=[O:14])=[O:13])[CH:6]=[CH:5]2.Cl.Cl.Cl.[CH3:24][N:25]1[C:29]([CH2:30][N:31]2[CH2:36][CH2:35][NH:34][CH2:33][CH2:32]2)=[CH:28][S:27]/[C:26]/1=[N:37]\[CH3:38].C1C=CC2N(O)N=NC=2C=1.CCN=C=NCCCN(C)C. Product: [Cl:1][C:2]1[CH:3]=[C:4]2[C:9](=[CH:10][CH:11]=1)[CH:8]=[C:7]([S:12]([CH2:15][C@@H:16]([OH:20])[C:17]([N:34]1[CH2:35][CH2:36][N:31]([CH2:30][C:29]3[N:25]([CH3:24])/[C:26](=[N:37]/[CH3:38])/[S:27][CH:28]=3)[CH2:32][CH2:33]1)=[O:19])(=[O:13])=[O:14])[CH:6]=[CH:5]2. (6) Reactant: [Cl:1][C:2]1[CH:3]=[CH:4][C:5]2[N:11]3[C:12]([C:15]([F:18])([F:17])[CH3:16])=[N:13][N:14]=[C:10]3[C@@H:9]([CH2:19][C:20]([O:22][CH2:23][CH3:24])=[O:21])[O:8][C@H:7]([C:25]3[CH:30]=[CH:29][CH:28]=[C:27]([O:31][CH3:32])[C:26]=3[Cl:33])[C:6]=2[CH:34]=1.CCCCCC. The catalyst class is: 32. Product: [Cl:1][C:2]1[CH:3]=[CH:4][C:5]2[N:11]3[C:12]([C:15]([F:18])([F:17])[CH3:16])=[N:13][N:14]=[C:10]3[C@@H:9]([CH2:19][C:20]([O:22][CH2:23][CH3:24])=[O:21])[O:8][C@H:7]([C:25]3[CH:30]=[CH:29][CH:28]=[C:27]([O:31][CH3:32])[C:26]=3[Cl:33])[C:6]=2[CH:34]=1.[Cl:1][C:2]1[CH:3]=[CH:4][C:5]2[N:11]3[C:12]([C:15]([F:18])([F:17])[CH3:16])=[N:13][N:14]=[C:10]3[C@H:9]([CH2:19][C:20]([O:22][CH2:23][CH3:24])=[O:21])[O:8][C@@H:7]([C:25]3[CH:30]=[CH:29][CH:28]=[C:27]([O:31][CH3:32])[C:26]=3[Cl:33])[C:6]=2[CH:34]=1. (7) Reactant: [C:1](N1C=CN=C1)(N1C=CN=C1)=[O:2].[C:13]1([CH2:19][S:20]([NH2:23])(=[O:22])=[O:21])[CH:18]=[CH:17][CH:16]=[CH:15][CH:14]=1.Cl.Cl.[NH2:26][CH:27]1[CH2:30][N:29]([C:31]2[C:43]([C:44]#[N:45])=[CH:42][C:34]([C:35]([O:37][C:38]([CH3:41])([CH3:40])[CH3:39])=[O:36])=[C:33]([CH3:46])[N:32]=2)[CH2:28]1.CCN(C(C)C)C(C)C. Product: [C:38]([O:37][C:35](=[O:36])[C:34]1[CH:42]=[C:43]([C:44]#[N:45])[C:31]([N:29]2[CH2:28][CH:27]([NH:26][C:1]([NH:23][S:20]([CH2:19][C:13]3[CH:14]=[CH:15][CH:16]=[CH:17][CH:18]=3)(=[O:21])=[O:22])=[O:2])[CH2:30]2)=[N:32][C:33]=1[CH3:46])([CH3:40])([CH3:41])[CH3:39]. The catalyst class is: 26.